Dataset: Catalyst prediction with 721,799 reactions and 888 catalyst types from USPTO. Task: Predict which catalyst facilitates the given reaction. (1) Reactant: [NH:1]1[C:9]2[C:4](=[CH:5][CH:6]=[CH:7][CH:8]=2)[C:3]([CH:10]2[CH2:15][CH2:14][N:13]([C:16]([O:18][C:19]([CH3:22])([CH3:21])[CH3:20])=[O:17])[CH2:12][CH2:11]2)=[CH:2]1.[F:23][C:24]([F:35])([F:34])[C:25]1[CH:33]=[CH:32][C:28]([C:29](Cl)=[O:30])=[CH:27][CH:26]=1.C(N(CC)CC)C.C(NCCCNCC)C. Product: [F:23][C:24]([F:34])([F:35])[C:25]1[CH:33]=[CH:32][C:28]([C:29]([N:1]2[C:9]3[C:4](=[CH:5][CH:6]=[CH:7][CH:8]=3)[C:3]([CH:10]3[CH2:15][CH2:14][N:13]([C:16]([O:18][C:19]([CH3:22])([CH3:21])[CH3:20])=[O:17])[CH2:12][CH2:11]3)=[CH:2]2)=[O:30])=[CH:27][CH:26]=1. The catalyst class is: 143. (2) Reactant: Br[C:2]1[N:6]([S:7]([C:10]2[CH:15]=[CH:14][C:13]([F:16])=[CH:12][CH:11]=2)(=[O:9])=[O:8])[CH:5]=[C:4]([C:17]([O:19][CH3:20])=[O:18])[C:3]=1[CH3:21].[C:22]1(B(O)O)[CH:27]=[CH:26][CH:25]=[CH:24][CH:23]=1.C(=O)([O-])[O-].[Na+].[Na+].O. Product: [F:16][C:13]1[CH:14]=[CH:15][C:10]([S:7]([N:6]2[C:2]([C:22]3[CH:27]=[CH:26][CH:25]=[CH:24][CH:23]=3)=[C:3]([CH3:21])[C:4]([C:17]([O:19][CH3:20])=[O:18])=[CH:5]2)(=[O:9])=[O:8])=[CH:11][CH:12]=1. The catalyst class is: 104.